Dataset: Forward reaction prediction with 1.9M reactions from USPTO patents (1976-2016). Task: Predict the product of the given reaction. (1) Given the reactants C(OC(=O)[NH:7][C@@H:8]([CH2:14][N:15]([C:25]([O:27][CH2:28][C:29]1[CH:34]=[CH:33][CH:32]=[CH:31][CH:30]=1)=[O:26])[CH2:16][C:17]1[CH:22]=[CH:21][C:20]([CH3:23])=[CH:19][C:18]=1[CH3:24])[C@@H:9]([OH:13])[CH2:10][CH2:11][CH3:12])(C)(C)C.C(O)(C(F)(F)F)=O, predict the reaction product. The product is: [CH2:28]([O:27][C:25](=[O:26])[N:15]([CH2:14][C@H:8]([NH2:7])[C@@H:9]([OH:13])[CH2:10][CH2:11][CH3:12])[CH2:16][C:17]1[CH:22]=[CH:21][C:20]([CH3:23])=[CH:19][C:18]=1[CH3:24])[C:29]1[CH:34]=[CH:33][CH:32]=[CH:31][CH:30]=1. (2) The product is: [CH3:16][O:15][C:11]1[C:10](/[CH:17]=[CH:18]/[O:19][CH3:20])=[C:9]([CH:14]=[CH:13][CH:12]=1)[O:8][C:4]1[CH:5]=[CH:6][CH:7]=[CH:2][N:3]=1. Given the reactants Br[C:2]1[CH:7]=[CH:6][CH:5]=[C:4]([O:8][C:9]2[CH:14]=[CH:13][CH:12]=[C:11]([O:15][CH3:16])[C:10]=2/[CH:17]=[CH:18]/[O:19][CH3:20])[N:3]=1.[Li+].CCC[CH2-].CO.[NH4+], predict the reaction product.